From a dataset of Forward reaction prediction with 1.9M reactions from USPTO patents (1976-2016). Predict the product of the given reaction. (1) Given the reactants P(=O)(O)(O)O.O=P12OP3(OP(OP(O3)(O1)=O)(=O)O2)=O.[C:20]1([CH3:47])[CH:25]=[CH:24][C:23]([NH:26][C:27]2[CH:35]=[C:34]([C:36]([OH:38])=O)[C:33]([NH:39][C:40]3[CH:45]=[CH:44][C:43]([CH3:46])=[CH:42][CH:41]=3)=[CH:32][C:28]=2[C:29](O)=[O:30])=[CH:22][CH:21]=1, predict the reaction product. The product is: [CH3:46][C:43]1[CH:42]=[CH:41][C:40]2[NH:39][C:33]3[C:34]([C:36](=[O:38])[C:45]=2[CH:44]=1)=[CH:35][C:27]1[NH:26][C:23]2[CH:22]=[CH:21][C:20]([CH3:47])=[CH:25][C:24]=2[C:29](=[O:30])[C:28]=1[CH:32]=3. (2) The product is: [C:1]([O:5][C@@H:6]([C:10]1[C:11]([C:27]2[CH:32]=[CH:31][C:30]([Cl:33])=[CH:29][CH:28]=2)=[C:12]2[C:17](=[CH:18][C:19]=1[CH3:20])[N:16]=[C:15]([C:36]1[CH:35]=[N:34][CH:39]=[CH:38][CH:37]=1)[CH:14]=[CH:13]2)[C:7]([OH:9])=[O:8])([CH3:3])([CH3:2])[CH3:4]. Given the reactants [C:1]([O:5][C@@H:6]([C:10]1[C:11]([C:27]2[CH:32]=[CH:31][C:30]([Cl:33])=[CH:29][CH:28]=2)=[C:12]2[C:17](=[CH:18][C:19]=1[CH3:20])[N:16]=[C:15](C1C=CN=CC=1)[CH:14]=[CH:13]2)[C:7]([OH:9])=[O:8])([CH3:4])([CH3:3])[CH3:2].[N:34]1[CH:39]=[CH:38][CH:37]=[C:36](B(O)O)[CH:35]=1, predict the reaction product. (3) Given the reactants [CH2:1]([O:8][C:9]1[CH:38]=[CH:37][C:12]2[NH:13][C:14]([C:19]3[C:24](=[O:25])[N:23]([N:26]=[C:27]4[CH2:32][CH2:31][CH2:30][CH2:29][CH2:28]4)[C:22]4[CH:33]=[CH:34][S:35][C:21]=4[C:20]=3[OH:36])=[N:15][S:16](=[O:18])(=[O:17])[C:11]=2[CH:10]=1)[C:2]1[CH:7]=[CH:6][CH:5]=[CH:4][CH:3]=1.CO.[BH4-].[Li+].Cl, predict the reaction product. The product is: [CH2:1]([O:8][C:9]1[CH:38]=[CH:37][C:12]2[NH:13][C:14]([C:19]3[C:24](=[O:25])[N:23]([NH:26][CH:27]4[CH2:28][CH2:29][CH2:30][CH2:31][CH2:32]4)[C:22]4[CH:33]=[CH:34][S:35][C:21]=4[C:20]=3[OH:36])=[N:15][S:16](=[O:17])(=[O:18])[C:11]=2[CH:10]=1)[C:2]1[CH:3]=[CH:4][CH:5]=[CH:6][CH:7]=1. (4) Given the reactants [Cl:1][C:2]1[C:11]2[C:6](=[CH:7][CH:8]=[C:9]([C:12]([OH:29])([C:23]3[N:27]([CH3:28])[CH:26]=[N:25][CH:24]=3)[C:13]3[CH:14]=[N:15][C:16]([C:19]([F:22])([F:21])[F:20])=[CH:17][CH:18]=3)[CH:10]=2)[N:5]=[C:4]([O:30][CH3:31])[C:3]=1[OH:32].N1C=CC=CC=1.[F:39][C:40]([F:53])([F:52])[S:41](O[S:41]([C:40]([F:53])([F:52])[F:39])(=[O:43])=[O:42])(=[O:43])=[O:42].Cl, predict the reaction product. The product is: [F:39][C:40]([F:53])([F:52])[S:41]([O:32][C:3]1[C:4]([O:30][CH3:31])=[N:5][C:6]2[C:11]([C:2]=1[Cl:1])=[CH:10][C:9]([C:12]([OH:29])([C:23]1[N:27]([CH3:28])[CH:26]=[N:25][CH:24]=1)[C:13]1[CH:14]=[N:15][C:16]([C:19]([F:22])([F:20])[F:21])=[CH:17][CH:18]=1)=[CH:8][CH:7]=2)(=[O:43])=[O:42]. (5) Given the reactants Br[C:2]1[CH:7]=[CH:6][C:5]([CH:8]([NH:10][C:11]([NH:13][C:14]2[CH:19]=[CH:18][C:17]([C:20]3[CH:25]=[CH:24][N:23]=[C:22]([CH3:26])[CH:21]=3)=[CH:16][CH:15]=2)=[O:12])[CH3:9])=[CH:4][CH:3]=1.[N:27]1[CH:32]=[CH:31][CH:30]=[C:29](B(O)O)[CH:28]=1.P([O-])([O-])([O-])=O.[K+].[K+].[K+], predict the reaction product. The product is: [CH3:26][C:22]1[CH:21]=[C:20]([C:17]2[CH:18]=[CH:19][C:14]([NH:13][C:11]([NH:10][CH:8]([C:5]3[CH:6]=[CH:7][C:2]([C:29]4[CH:28]=[N:27][CH:32]=[CH:31][CH:30]=4)=[CH:3][CH:4]=3)[CH3:9])=[O:12])=[CH:15][CH:16]=2)[CH:25]=[CH:24][N:23]=1. (6) Given the reactants CN(C(ON1N=NC2C=CC=CC1=2)=[N+](C)C)C.F[P-](F)(F)(F)(F)F.[Na+].[CH:26]([N:29]1[C:33]([C:34]2[CH:39]=[CH:38][N:37]=[C:36]([NH:40][C:41]3[CH:49]=[CH:48][C:44]([C:45]([O-:47])=O)=[CH:43][CH:42]=3)[N:35]=2)=[CH:32][N:31]=[C:30]1[CH3:50])([CH3:28])[CH3:27].Cl.[NH2:52][CH:53]1[CH2:57][CH2:56][S:55](=[O:59])(=[O:58])[CH2:54]1.CCN(C(C)C)C(C)C, predict the reaction product. The product is: [O:58]=[S:55]1(=[O:59])[CH2:56][CH2:57][CH:53]([NH:52][C:45](=[O:47])[C:44]2[CH:48]=[CH:49][C:41]([NH:40][C:36]3[N:35]=[C:34]([C:33]4[N:29]([CH:26]([CH3:27])[CH3:28])[C:30]([CH3:50])=[N:31][CH:32]=4)[CH:39]=[CH:38][N:37]=3)=[CH:42][CH:43]=2)[CH2:54]1. (7) Given the reactants [CH3:1][O:2][C:3]([CH:5]1[CH2:9][O:8][CH2:7][N:6]1[C:10](=[O:15])[C:11]([O:13]C)=O)=[O:4].[CH3:16][C:17]([Mg]Cl)([CH3:20])[CH2:18][CH3:19], predict the reaction product. The product is: [CH3:16][C:17]([CH3:20])([CH2:18][CH3:19])[C:11](=[O:13])[C:10]([N:6]1[CH:5]([C:3]([O:2][CH3:1])=[O:4])[CH2:9][O:8][CH2:7]1)=[O:15].